From a dataset of Forward reaction prediction with 1.9M reactions from USPTO patents (1976-2016). Predict the product of the given reaction. (1) The product is: [NH2:8][C:6]1[CH:5]=[CH:4][C:3]([C:11]([CH3:14])([CH3:15])[C:12]#[N:13])=[C:2]([Br:1])[CH:7]=1. Given the reactants [Br:1][C:2]1[CH:7]=[C:6]([N+:8]([O-])=O)[CH:5]=[CH:4][C:3]=1[C:11]([CH3:15])([CH3:14])[C:12]#[N:13], predict the reaction product. (2) Given the reactants O1CCCCC1[O:7][CH2:8][C:9]1[CH2:13][CH:12]([CH2:14][N:15]2[CH2:20][CH2:19][O:18][CH2:17][CH2:16]2)[O:11][N:10]=1.C1(C)C=CC(S([O-])(=O)=O)=CC=1.[NH+]1C=CC=CC=1, predict the reaction product. The product is: [N:15]1([CH2:14][CH:12]2[O:11][N:10]=[C:9]([CH2:8][OH:7])[CH2:13]2)[CH2:20][CH2:19][O:18][CH2:17][CH2:16]1. (3) Given the reactants [CH3:1][O:2][C:3]1[CH:8]=[CH:7][C:6]([C:9]2[C:18]([C:19]3[CH:24]=[CH:23][C:22]([O:25][CH3:26])=[CH:21][CH:20]=3)=[N:17][C:16]3[C:11](=[CH:12][CH:13]=[C:14]([S:27](O)(=[O:29])=[O:28])[CH:15]=3)[N:10]=2)=[CH:5][CH:4]=1.[NH:31]1[CH2:36][CH2:35][O:34][CH2:33][CH2:32]1, predict the reaction product. The product is: [CH3:1][O:2][C:3]1[CH:4]=[CH:5][C:6]([C:9]2[C:18]([C:19]3[CH:24]=[CH:23][C:22]([O:25][CH3:26])=[CH:21][CH:20]=3)=[N:17][C:16]3[C:11](=[CH:12][CH:13]=[C:14]([S:27]([N:31]4[CH2:36][CH2:35][O:34][CH2:33][CH2:32]4)(=[O:28])=[O:29])[CH:15]=3)[N:10]=2)=[CH:7][CH:8]=1. (4) Given the reactants [CH3:1][O:2][C:3]1[CH:10]=[CH:9][C:6]([CH2:7][NH2:8])=[CH:5][CH:4]=1, predict the reaction product. The product is: [CH3:1][O:2][C:3]1[CH:10]=[CH:9][C:6]([CH2:7][N:8]=[CH:5][CH:6]([CH3:9])[CH3:7])=[CH:5][CH:4]=1. (5) Given the reactants Cl.Cl.[Cl:3][C:4]1[CH:5]=[C:6]([N:10]2[C:25](=[O:26])[C:14]3[CH:15]=[N:16][C:17]4[C:18]([O:23][CH3:24])=[CH:19][CH:20]=[CH:21][C:22]=4[C:13]=3[N:12]([CH:27]3[CH2:32][CH2:31][NH:30][CH2:29][CH2:28]3)[C:11]2=[O:33])[CH:7]=[CH:8][CH:9]=1.[O:34]=[S:35]1(=[O:44])[CH2:39][CH2:38][CH:37]([S:40](Cl)(=[O:42])=[O:41])[CH2:36]1, predict the reaction product. The product is: [Cl:3][C:4]1[CH:5]=[C:6]([N:10]2[C:25](=[O:26])[C:14]3[CH:15]=[N:16][C:17]4[C:18]([O:23][CH3:24])=[CH:19][CH:20]=[CH:21][C:22]=4[C:13]=3[N:12]([CH:27]3[CH2:32][CH2:31][N:30]([S:40]([CH:37]4[CH2:38][CH2:39][S:35](=[O:44])(=[O:34])[CH2:36]4)(=[O:42])=[O:41])[CH2:29][CH2:28]3)[C:11]2=[O:33])[CH:7]=[CH:8][CH:9]=1. (6) Given the reactants [Cl:1][C:2]1[CH:7]=[C:6]([C:8]2[N:9]=[C:10](O)[C:11]3[C:17]([O:18][CH3:19])=[CH:16][N:15]=[CH:14][C:12]=3[N:13]=2)[CH:5]=[CH:4][N:3]=1.[NH:21]1[CH2:26][CH2:25][C@H:24]([OH:27])[C@H:23]([OH:28])[CH2:22]1.C(OC(N1CCN(C2C3C(C4CC4)=CN=CC=3N=C(C3C=CN=C(Cl)C=3)N=2)CC1)=O)(C)(C)C, predict the reaction product. The product is: [Cl:1][C:2]1[CH:7]=[C:6]([C:8]2[N:9]=[C:10]([N:21]3[CH2:26][CH2:25][C@H:24]([OH:27])[C@H:23]([OH:28])[CH2:22]3)[C:11]3[C:17]([O:18][CH3:19])=[CH:16][N:15]=[CH:14][C:12]=3[N:13]=2)[CH:5]=[CH:4][N:3]=1. (7) Given the reactants [O:1]=[Sb]O[Sb]=O.C(OC)(=O)[C:7]1[CH:16]=[CH:15][C:10]([C:11]([O:13]C)=[O:12])=[CH:9][CH:8]=1.[CH2:20]([OH:23])CO, predict the reaction product. The product is: [C:20]([OH:23])(=[O:1])[C:8]1[CH:7]=[CH:16][CH:15]=[C:10]([C:11]([OH:13])=[O:12])[CH:9]=1.